Dataset: Catalyst prediction with 721,799 reactions and 888 catalyst types from USPTO. Task: Predict which catalyst facilitates the given reaction. (1) The catalyst class is: 31. Product: [CH2:1]([O:4][C:5]1[CH:13]=[CH:12][C:8]([C:9]2[CH:23]=[C:18]([CH2:19][CH2:20][OH:21])[O:11][N:10]=2)=[C:7]([C:14]([F:15])([F:16])[F:17])[CH:6]=1)[CH2:2][CH3:3]. Reactant: [CH2:1]([O:4][C:5]1[CH:13]=[CH:12][C:8]([CH:9]=[N:10][OH:11])=[C:7]([C:14]([F:17])([F:16])[F:15])[CH:6]=1)[CH2:2][CH3:3].[CH2:18]1[C:23](=O)N(Cl)[C:20](=[O:21])[CH2:19]1.C(O)CC#C. (2) Reactant: [C:1]([O:5][C:6]([N:8]1[CH2:13][CH2:12][N:11]([C:14]2[N:19]=[C:18]([C:20]3[CH:25]=[CH:24][N:23]=[C:22]([N:26]([C:33]([O:35][C:36]([CH3:39])([CH3:38])[CH3:37])=[O:34])[CH:27]4[CH2:32][CH2:31][CH2:30][CH2:29][CH2:28]4)[CH:21]=3)[CH:17]=[C:16]([N+:40]([O-])=O)[CH:15]=2)[CH2:10][CH2:9]1)=[O:7])([CH3:4])([CH3:3])[CH3:2].C([O-])=O.[NH4+]. Product: [C:1]([O:5][C:6]([N:8]1[CH2:13][CH2:12][N:11]([C:14]2[N:19]=[C:18]([C:20]3[CH:25]=[CH:24][N:23]=[C:22]([N:26]([C:33]([O:35][C:36]([CH3:39])([CH3:38])[CH3:37])=[O:34])[CH:27]4[CH2:32][CH2:31][CH2:30][CH2:29][CH2:28]4)[CH:21]=3)[CH:17]=[C:16]([NH2:40])[CH:15]=2)[CH2:10][CH2:9]1)=[O:7])([CH3:4])([CH3:3])[CH3:2]. The catalyst class is: 256. (3) Reactant: [F-].[K+].[OH:3][C:4]1[CH:5]=[C:6]([CH:9]=[CH:10][C:11]=1[O:12][CH:13]([F:15])[F:14])[CH:7]=[O:8].F[C:17]1[CH:22]=[CH:21][CH:20]=[CH:19][C:18]=1[N+:23]([O-:25])=[O:24].O. Product: [N+:23]([C:18]1[CH:19]=[CH:20][CH:21]=[CH:22][C:17]=1[O:3][C:4]1[CH:5]=[C:6]([CH:9]=[CH:10][C:11]=1[O:12][CH:13]([F:14])[F:15])[CH:7]=[O:8])([O-:25])=[O:24]. The catalyst class is: 16. (4) Reactant: F[B-](F)(F)F.[CH3:6][O+](C)C.[C:10]([N:13]1[C:21]2[C:16](=[CH:17][CH:18]=[C:19]([Cl:22])[CH:20]=2)[C:15](=[C:23]([OH:31])[C:24]2[CH:29]=[CH:28][CH:27]=[C:26]([I:30])[CH:25]=2)[C:14]1=[O:32])(=[O:12])[CH3:11].C(N(C(C)C)C(C)C)C. Product: [C:10]([N:13]1[C:21]2[C:16](=[CH:17][CH:18]=[C:19]([Cl:22])[CH:20]=2)[C:15](=[C:23]([O:31][CH3:6])[C:24]2[CH:29]=[CH:28][CH:27]=[C:26]([I:30])[CH:25]=2)[C:14]1=[O:32])(=[O:12])[CH3:11]. The catalyst class is: 4. (5) Product: [Cl:39][C:36]1[CH:37]=[CH:38][C:33]([C:30]2[O:29][C:28]([C:25]3[CH:26]=[CH:27][C:21]4[N:20]=[C:19]([C:15]5[C:16]([CH3:18])=[CH:17][C:12]([CH2:11][CH2:10][CH2:9][P:4](=[O:3])([OH:8])[OH:5])=[CH:13][C:14]=5[CH3:40])[NH:23][C:22]=4[CH:24]=3)=[N:32][N:31]=2)=[CH:34][CH:35]=1. The catalyst class is: 2. Reactant: C([O:3][P:4]([CH2:9]/[CH:10]=[CH:11]/[C:12]1[CH:17]=[C:16]([CH3:18])[C:15]([C:19]2[NH:23][C:22]3[CH:24]=[C:25]([C:28]4[O:29][C:30]([C:33]5[CH:38]=[CH:37][C:36]([Cl:39])=[CH:35][CH:34]=5)=[N:31][N:32]=4)[CH:26]=[CH:27][C:21]=3[N:20]=2)=[C:14]([CH3:40])[CH:13]=1)(=[O:8])[O:5]CC)C.C[Si](Br)(C)C. (6) Reactant: Br[C:2]1[C:3]2[N:4]([C:9]([C:12]([NH:14][C:15]3[CH:20]=[CH:19][N:18]=[CH:17][C:16]=3[F:21])=[O:13])=[CH:10][N:11]=2)[N:5]=[C:6](Cl)[CH:7]=1.[NH2:22][C:23]1[CH:32]=[CH:31][C:26]([C:27]([O:29]C)=[O:28])=[CH:25][N:24]=1.CC(C)([O-])C.[K+].[C@H:39]1([NH2:46])[CH2:44][CH2:43][C@H:42]([NH2:45])[CH2:41][CH2:40]1. Product: [NH2:45][C@H:42]1[CH2:43][CH2:44][C@H:39]([NH:46][C:6]2[CH:7]=[C:2]([NH:22][C:23]3[CH:32]=[CH:31][C:26]([C:27]([OH:29])=[O:28])=[CH:25][N:24]=3)[C:3]3[N:4]([C:9]([C:12](=[O:13])[NH:14][C:15]4[CH:20]=[CH:19][N:18]=[CH:17][C:16]=4[F:21])=[CH:10][N:11]=3)[N:5]=2)[CH2:40][CH2:41]1. The catalyst class is: 118.